This data is from Peptide-MHC class II binding affinity with 134,281 pairs from IEDB. The task is: Regression. Given a peptide amino acid sequence and an MHC pseudo amino acid sequence, predict their binding affinity value. This is MHC class II binding data. The peptide sequence is AEMKTDAATLAQEAG. The MHC is DRB1_0701 with pseudo-sequence DRB1_0701. The binding affinity (normalized) is 0.189.